From a dataset of Catalyst prediction with 721,799 reactions and 888 catalyst types from USPTO. Predict which catalyst facilitates the given reaction. (1) Reactant: [NH2:1][C:2]1[C:3]([NH:23][C:24]2[CH:25]=[C:26]([N:31]([CH3:39])[C:32](=[O:38])[O:33][C:34]([CH3:37])([CH3:36])[CH3:35])[CH:27]=[CH:28][C:29]=2[CH3:30])=[N:4][CH:5]=[N:6][C:7]=1[N:8]([CH2:16][C:17]1[CH:22]=[CH:21][CH:20]=[CH:19][CH:18]=1)[CH2:9][C:10]1[CH:15]=[CH:14][CH:13]=[CH:12][CH:11]=1.Cl[C:41](Cl)([O:43]C(=O)OC(Cl)(Cl)Cl)Cl. Product: [CH2:9]([N:8]([CH2:16][C:17]1[CH:18]=[CH:19][CH:20]=[CH:21][CH:22]=1)[C:7]1[N:6]=[CH:5][N:4]=[C:3]2[C:2]=1[NH:1][C:41](=[O:43])[N:23]2[C:24]1[CH:25]=[C:26]([N:31]([CH3:39])[C:32](=[O:38])[O:33][C:34]([CH3:36])([CH3:35])[CH3:37])[CH:27]=[CH:28][C:29]=1[CH3:30])[C:10]1[CH:11]=[CH:12][CH:13]=[CH:14][CH:15]=1. The catalyst class is: 2. (2) Reactant: [C:1]([NH:5][C:6]([C:8]1[C:12]2=[N:13][C:14]([C:17]3[N:18]=[CH:19][N:20]4[CH:25]=[C:24]([Cl:26])[CH:23]=[CH:22][C:21]=34)=[CH:15][N:16]=[C:11]2[N:10](COCC[Si](C)(C)C)[CH:9]=1)=[O:7])([CH3:4])([CH3:3])[CH3:2].FC(F)(F)C(O)=O. Product: [C:1]([NH:5][C:6]([C:8]1[C:12]2=[N:13][C:14]([C:17]3[N:18]=[CH:19][N:20]4[CH:25]=[C:24]([Cl:26])[CH:23]=[CH:22][C:21]=34)=[CH:15][N:16]=[C:11]2[NH:10][CH:9]=1)=[O:7])([CH3:4])([CH3:2])[CH3:3]. The catalyst class is: 4. (3) The catalyst class is: 7. Reactant: [N:1]1[C:10]2[C:5](=[CH:6][C:7]([CH:11]=[O:12])=[CH:8][CH:9]=2)[N:4]=[CH:3][CH:2]=1.[CH3:13][Mg]Br. Product: [OH:12][CH:11]([C:7]1[CH:6]=[C:5]2[C:10](=[CH:9][CH:8]=1)[N:1]=[CH:2][CH:3]=[N:4]2)[CH3:13]. (4) Reactant: [CH2:1]([O:3][C@@H:4]([CH2:9][C:10]1[CH:15]=[CH:14][C:13]([C:16]2[CH:21]=[CH:20][CH:19]=[C:18]([N:22]([CH3:35])[C:23](OC3C=CC([N+]([O-])=O)=CC=3)=[O:24])[N:17]=2)=[CH:12][CH:11]=1)[C:5]([O:7][CH3:8])=[O:6])[CH3:2].CN(C)C=O.[CH2:41]([NH2:46])[CH2:42][CH2:43][CH2:44][CH3:45]. Product: [CH2:1]([O:3][C@@H:4]([CH2:9][C:10]1[CH:11]=[CH:12][C:13]([C:16]2[CH:21]=[CH:20][CH:19]=[C:18]([N:22]([CH3:35])[C:23]([NH:46][CH2:41][CH2:42][CH2:43][CH2:44][CH3:45])=[O:24])[N:17]=2)=[CH:14][CH:15]=1)[C:5]([O:7][CH3:8])=[O:6])[CH3:2]. The catalyst class is: 6. (5) Reactant: C[O:2][C:3]([C:5]1[CH:19]=[CH:18][C:8]2[NH:9][C:10]([C:12]3[C:16]([NH2:17])=[CH:15][NH:14][N:13]=3)=[N:11][C:7]=2[CH:6]=1)=[O:4].C(N(C(C)C)CC)(C)C.[C:29](Cl)(=[O:33])[CH:30]([CH3:32])[CH3:31]. Product: [C:29]([NH:17][C:16]1[C:12]([C:10]2[NH:9][C:8]3[CH:18]=[CH:19][C:5]([C:3]([OH:2])=[O:4])=[CH:6][C:7]=3[N:11]=2)=[N:13][NH:14][CH:15]=1)(=[O:33])[CH:30]([CH3:32])[CH3:31]. The catalyst class is: 7. (6) Reactant: [F:1][C:2]([F:41])([F:40])[C:3]1[CH:4]=[C:5]([C:13]([CH3:39])([CH3:38])[C:14]([N:16]([CH3:37])[C:17]2[CH:18]=[N:19][C:20]([N:31]3[CH2:36][CH2:35]S[CH2:33][CH2:32]3)=[CH:21][C:22]=2[C:23]2[CH:28]=[CH:27][C:26]([F:29])=[CH:25][C:24]=2[CH3:30])=[O:15])[CH:6]=[C:7]([C:9]([F:12])([F:11])[F:10])[CH:8]=1.O[O:43][S:44]([O-:46])=O.[K+].S([O-])(O[O-])(=O)=O.[K+].[K+].S([O-])(O)=O.[Na+].C(=O)([O-])[O-].[Na+].[Na+]. Product: [F:12][C:9]([F:10])([F:11])[C:7]1[CH:6]=[C:5]([C:13]([CH3:39])([CH3:38])[C:14]([N:16]([C:17]2[CH:18]=[N:19][C:20]([N:31]3[CH2:32][CH2:33][S:44](=[O:46])(=[O:43])[CH2:35][CH2:36]3)=[CH:21][C:22]=2[C:23]2[CH:28]=[CH:27][C:26]([F:29])=[CH:25][C:24]=2[CH3:30])[CH3:37])=[O:15])[CH:4]=[C:3]([C:2]([F:40])([F:41])[F:1])[CH:8]=1. The catalyst class is: 5.